This data is from Peptide-MHC class I binding affinity with 185,985 pairs from IEDB/IMGT. The task is: Regression. Given a peptide amino acid sequence and an MHC pseudo amino acid sequence, predict their binding affinity value. This is MHC class I binding data. The MHC is HLA-A68:01 with pseudo-sequence HLA-A68:01. The binding affinity (normalized) is 0.302. The peptide sequence is FLLFLEITY.